From a dataset of Catalyst prediction with 721,799 reactions and 888 catalyst types from USPTO. Predict which catalyst facilitates the given reaction. Reactant: [CH3:1][O:2][C:3]1[CH:4]=[CH:5][C:6]([N+:15]([O-])=O)=[C:7]([N:9]2[CH2:14][CH2:13][CH2:12][CH2:11][CH2:10]2)[CH:8]=1. Product: [CH3:1][O:2][C:3]1[CH:4]=[CH:5][C:6]([NH2:15])=[C:7]([N:9]2[CH2:14][CH2:13][CH2:12][CH2:11][CH2:10]2)[CH:8]=1. The catalyst class is: 19.